The task is: Regression. Given two drug SMILES strings and cell line genomic features, predict the synergy score measuring deviation from expected non-interaction effect.. This data is from NCI-60 drug combinations with 297,098 pairs across 59 cell lines. (1) Drug 1: CC1=C2C(C(=O)C3(C(CC4C(C3C(C(C2(C)C)(CC1OC(=O)C(C(C5=CC=CC=C5)NC(=O)OC(C)(C)C)O)O)OC(=O)C6=CC=CC=C6)(CO4)OC(=O)C)OC)C)OC. Drug 2: C1=CC=C(C(=C1)C(C2=CC=C(C=C2)Cl)C(Cl)Cl)Cl. Cell line: SK-OV-3. Synergy scores: CSS=37.7, Synergy_ZIP=1.00, Synergy_Bliss=0.193, Synergy_Loewe=-6.23, Synergy_HSA=0.644. (2) Drug 1: CCN(CC)CCNC(=O)C1=C(NC(=C1C)C=C2C3=C(C=CC(=C3)F)NC2=O)C. Drug 2: C1C(C(OC1N2C=NC(=NC2=O)N)CO)O. Cell line: NCIH23. Synergy scores: CSS=-3.26, Synergy_ZIP=1.63, Synergy_Bliss=-1.46, Synergy_Loewe=-11.2, Synergy_HSA=-6.18. (3) Drug 1: CS(=O)(=O)C1=CC(=C(C=C1)C(=O)NC2=CC(=C(C=C2)Cl)C3=CC=CC=N3)Cl. Drug 2: CC1=C(C(=CC=C1)Cl)NC(=O)C2=CN=C(S2)NC3=CC(=NC(=N3)C)N4CCN(CC4)CCO. Cell line: SK-MEL-5. Synergy scores: CSS=-2.43, Synergy_ZIP=1.33, Synergy_Bliss=-1.36, Synergy_Loewe=-3.35, Synergy_HSA=-4.99. (4) Drug 1: CCN(CC)CCNC(=O)C1=C(NC(=C1C)C=C2C3=C(C=CC(=C3)F)NC2=O)C. Drug 2: CCC1(C2=C(COC1=O)C(=O)N3CC4=CC5=C(C=CC(=C5CN(C)C)O)N=C4C3=C2)O.Cl. Cell line: OVCAR-4. Synergy scores: CSS=1.95, Synergy_ZIP=-0.483, Synergy_Bliss=0.848, Synergy_Loewe=-10.8, Synergy_HSA=-3.89. (5) Drug 1: CC1C(C(=O)NC(C(=O)N2CCCC2C(=O)N(CC(=O)N(C(C(=O)O1)C(C)C)C)C)C(C)C)NC(=O)C3=C4C(=C(C=C3)C)OC5=C(C(=O)C(=C(C5=N4)C(=O)NC6C(OC(=O)C(N(C(=O)CN(C(=O)C7CCCN7C(=O)C(NC6=O)C(C)C)C)C)C(C)C)C)N)C. Drug 2: CC1=C(C(CCC1)(C)C)C=CC(=CC=CC(=CC(=O)O)C)C. Cell line: HT29. Synergy scores: CSS=11.1, Synergy_ZIP=0.0846, Synergy_Bliss=-3.37, Synergy_Loewe=1.83, Synergy_HSA=2.55. (6) Drug 1: C1=NNC2=C1C(=O)NC=N2. Drug 2: CC1C(C(CC(O1)OC2CC(CC3=C2C(=C4C(=C3O)C(=O)C5=CC=CC=C5C4=O)O)(C(=O)C)O)N)O. Cell line: MOLT-4. Synergy scores: CSS=40.7, Synergy_ZIP=7.12, Synergy_Bliss=4.87, Synergy_Loewe=-22.3, Synergy_HSA=2.80. (7) Drug 1: C(=O)(N)NO. Drug 2: C1=NC2=C(N1)C(=S)N=CN2. Cell line: NCI/ADR-RES. Synergy scores: CSS=17.2, Synergy_ZIP=1.82, Synergy_Bliss=6.45, Synergy_Loewe=-24.0, Synergy_HSA=0.621. (8) Drug 1: C1=C(C(=O)NC(=O)N1)N(CCCl)CCCl. Drug 2: CC1=C(C=C(C=C1)C(=O)NC2=CC(=CC(=C2)C(F)(F)F)N3C=C(N=C3)C)NC4=NC=CC(=N4)C5=CN=CC=C5. Cell line: SK-MEL-2. Synergy scores: CSS=-17.4, Synergy_ZIP=-2.75, Synergy_Bliss=-18.5, Synergy_Loewe=-21.0, Synergy_HSA=-21.0.